Dataset: Forward reaction prediction with 1.9M reactions from USPTO patents (1976-2016). Task: Predict the product of the given reaction. (1) Given the reactants [CH3:1][N:2]1[C:11]2[C:6](=[C:7]([N+:16]([O-])=O)[C:8]([F:15])=[C:9]([F:14])[C:10]=2[O:12][CH3:13])[C:5](=[O:19])[C:4]([C:20]([O:22][CH2:23][CH3:24])=[O:21])=[CH:3]1, predict the reaction product. The product is: [NH2:16][C:7]1[C:8]([F:15])=[C:9]([F:14])[C:10]([O:12][CH3:13])=[C:11]2[C:6]=1[C:5](=[O:19])[C:4]([C:20]([O:22][CH2:23][CH3:24])=[O:21])=[CH:3][N:2]2[CH3:1]. (2) Given the reactants CS(O[CH2:6][C:7]1[CH:12]=[C:11]([C:13]([F:16])([F:15])[CH3:14])[N:10]=[N:9][C:8]=1[O:17][CH3:18])(=O)=O.[Cl:19][C:20]1[CH:21]=[C:22]([CH:25]=[C:26]([O:28][C:29]2[C:34](=[O:35])[NH:33][CH:32]=[N:31][C:30]=2[C:36]([F:39])([F:38])[F:37])[CH:27]=1)[C:23]#[N:24], predict the reaction product. The product is: [Cl:19][C:20]1[CH:21]=[C:22]([CH:25]=[C:26]([O:28][C:29]2[C:34](=[O:35])[N:33]([CH2:6][C:7]3[CH:12]=[C:11]([C:13]([F:16])([F:15])[CH3:14])[N:10]=[N:9][C:8]=3[O:17][CH3:18])[CH:32]=[N:31][C:30]=2[C:36]([F:37])([F:38])[F:39])[CH:27]=1)[C:23]#[N:24]. (3) The product is: [Cl:1][CH2:2][C:3]1[CH:4]=[C:5]([CH:9]=[CH:10][CH:11]=1)[C:6]([NH:25][CH:23]1[CH2:24][C:21]([F:26])([F:20])[CH2:22]1)=[O:7]. Given the reactants [Cl:1][CH2:2][C:3]1[CH:4]=[C:5]([CH:9]=[CH:10][CH:11]=1)[C:6](Cl)=[O:7].C(N(CC)CC)C.Cl.[F:20][C:21]1([F:26])[CH2:24][CH:23]([NH2:25])[CH2:22]1, predict the reaction product. (4) The product is: [CH:6]1[C:7]2[C:2](=[CH:38][CH:29]=[CH:30][CH:31]=2)[CH:3]=[CH:4][C:5]=1[NH:8][C:9]([NH:11][C:12]1[CH:17]=[CH:16][CH:15]=[C:14]([C:18]2[CH:23]=[CH:22][CH:21]=[C:20]([N:24]3[CH2:28][CH2:27][CH2:26][CH2:25]3)[N:19]=2)[CH:13]=1)=[O:10]. Given the reactants Cl[C:2]1[CH:7]=[CH:6][C:5]([NH:8][C:9]([NH:11][C:12]2[CH:17]=[CH:16][CH:15]=[C:14]([C:18]3[CH:23]=[CH:22][CH:21]=[C:20]([N:24]4[CH2:28][CH2:27][CH2:26][CH2:25]4)[N:19]=3)[CH:13]=2)=[O:10])=[CH:4][CH:3]=1.[CH:29]1[C:38]2[C:29](=[CH:30][CH:31]=CC=2)[CH:38]=[CH:31][C:30]=1N.CCN(C(C)C)C(C)C, predict the reaction product. (5) Given the reactants [C:1]([O:5][C:6]([N:8]1[CH2:12][C@H:11]([O:13][C:14]2[C:23]3[C:18](=[CH:19][C:20]([O:24][CH3:25])=[CH:21][CH:22]=3)[N:17]=[C:16]([C:26]3[N:27]=[C:28]([NH:31][CH:32]([CH3:34])[CH3:33])[S:29][CH:30]=3)[CH:15]=2)[CH2:10][C@H:9]1[C:35](=[O:67])[NH:36][C@:37]1([C:42]([NH:44][S:45]([C:48]2[CH:53]=[CH:52][CH:51]=[CH:50][C:49]=2[NH:54][CH2:55][CH2:56][O:57][CH2:58][CH2:59][O:60][CH2:61][CH2:62][C:63]([O:65]C)=[O:64])(=[O:47])=[O:46])=[O:43])[CH2:39][C@H:38]1[CH:40]=[CH2:41])=[O:7])([CH3:4])([CH3:3])[CH3:2].[Li+].[OH-], predict the reaction product. The product is: [C:1]([O:5][C:6]([N:8]1[CH2:12][C@H:11]([O:13][C:14]2[C:23]3[C:18](=[CH:19][C:20]([O:24][CH3:25])=[CH:21][CH:22]=3)[N:17]=[C:16]([C:26]3[N:27]=[C:28]([NH:31][CH:32]([CH3:33])[CH3:34])[S:29][CH:30]=3)[CH:15]=2)[CH2:10][C@H:9]1[C:35](=[O:67])[NH:36][C@:37]1([C:42]([NH:44][S:45]([C:48]2[CH:53]=[CH:52][CH:51]=[CH:50][C:49]=2[NH:54][CH2:55][CH2:56][O:57][CH2:58][CH2:59][O:60][CH2:61][CH2:62][C:63]([OH:65])=[O:64])(=[O:46])=[O:47])=[O:43])[CH2:39][C@H:38]1[CH:40]=[CH2:41])=[O:7])([CH3:3])([CH3:4])[CH3:2]. (6) The product is: [CH:28]1([CH2:27][CH:15]([CH2:16][N:17]([CH:18]=[O:19])[O:20][CH:21]2[CH2:26][CH2:25][CH2:24][CH2:23][O:22]2)[C:14]([OH:33])=[O:37])[CH2:29][CH2:30][CH2:31][CH2:32]1. Given the reactants C(C1COC(=O)N1[C:14](=[O:33])[CH:15]([CH2:27][CH:28]1[CH2:32][CH2:31][CH2:30][CH2:29]1)[CH2:16][N:17]([O:20][CH:21]1[CH2:26][CH2:25][CH2:24][CH2:23][O:22]1)[CH:18]=[O:19])C1C=CC=CC=1.C1C[O:37]CC1.O.OO, predict the reaction product.